Predict which catalyst facilitates the given reaction. From a dataset of Catalyst prediction with 721,799 reactions and 888 catalyst types from USPTO. (1) Reactant: [CH2:1]([O:8][C@@H:9]1[C@@H:21]([O:22]CC2C=CC(OC)=CC=2)[C@:20]([CH3:33])([OH:32])[C@@H:19]([CH2:34][O:35][Si:36]([C:39]([CH3:42])([CH3:41])[CH3:40])([CH3:38])[CH3:37])[O:18][C@H:10]1[O:11][CH2:12][CH2:13][Si:14]([CH3:17])([CH3:16])[CH3:15])[C:2]1[CH:7]=[CH:6][CH:5]=[CH:4][CH:3]=1.ClC1C(=O)C(C#N)=C(C#N)C(=O)C=1Cl. Product: [CH2:1]([O:8][C@@H:9]1[C@@H:21]([OH:22])[C@:20]([CH3:33])([OH:32])[C@@H:19]([CH2:34][O:35][Si:36]([C:39]([CH3:42])([CH3:41])[CH3:40])([CH3:38])[CH3:37])[O:18][C@H:10]1[O:11][CH2:12][CH2:13][Si:14]([CH3:15])([CH3:17])[CH3:16])[C:2]1[CH:3]=[CH:4][CH:5]=[CH:6][CH:7]=1. The catalyst class is: 34. (2) Reactant: [Cl:1][C:2]1[CH:7]=[CH:6][C:5]([N:8]2[C:12]([C:13]3[CH:18]=[CH:17][C:16]([O:19][S:20]([CH2:23][CH2:24][C:25]([F:28])([F:27])[F:26])(=[O:22])=[O:21])=[CH:15][CH:14]=3)=[C:11]([CH3:29])[C:10]([C:30]([O:32]CC(Cl)(Cl)Cl)=[O:31])=[N:9]2)=[C:4]([CH3:38])[CH:3]=1.C(Cl)Cl. Product: [Cl:1][C:2]1[CH:7]=[CH:6][C:5]([N:8]2[C:12]([C:13]3[CH:14]=[CH:15][C:16]([O:19][S:20]([CH2:23][CH2:24][C:25]([F:28])([F:27])[F:26])(=[O:22])=[O:21])=[CH:17][CH:18]=3)=[C:11]([CH3:29])[C:10]([C:30]([OH:32])=[O:31])=[N:9]2)=[C:4]([CH3:38])[CH:3]=1. The catalyst class is: 183. (3) Reactant: [CH3:1][C:2]1([CH3:27])[NH:7][C:6]([N:8]([CH3:17])[CH2:9][CH2:10][C:11]2[CH:16]=[CH:15][CH:14]=[CH:13][CH:12]=2)=[N:5][C:4]([NH:18][CH2:19][CH2:20][CH2:21][CH2:22][CH2:23][CH2:24][CH2:25][CH3:26])=[N:3]1.CO.CC(C)=[O:32].[C:34](=[O:36])=[O:35].C(=O)=O. Product: [C:34](=[O:32])([OH:36])[OH:35].[CH3:1][C:2]1([CH3:27])[NH:7][C:6]([N:8]([CH3:17])[CH2:9][CH2:10][C:11]2[CH:12]=[CH:13][CH:14]=[CH:15][CH:16]=2)=[N:5][C:4]([NH:18][CH2:19][CH2:20][CH2:21][CH2:22][CH2:23][CH2:24][CH2:25][CH3:26])=[N:3]1. The catalyst class is: 11. (4) Reactant: Br[C:2]1[CH:11]=[C:10]2[C:5]([C:6]([O:13][C:14]3[CH:19]=[CH:18][CH:17]=[CH:16][CH:15]=3)=[CH:7][C:8](=[O:12])[NH:9]2)=[CH:4][CH:3]=1.[CH3:20][N:21]1[CH:25]=[C:24](B2OC(C)(C)C(C)(C)O2)[CH:23]=[N:22]1.C(=O)([O-])[O-].[Cs+].[Cs+]. Product: [CH3:20][N:21]1[CH:25]=[C:24]([C:2]2[CH:11]=[C:10]3[C:5]([C:6]([O:13][C:14]4[CH:19]=[CH:18][CH:17]=[CH:16][CH:15]=4)=[CH:7][C:8](=[O:12])[NH:9]3)=[CH:4][CH:3]=2)[CH:23]=[N:22]1. The catalyst class is: 12. (5) Reactant: N#N.C[O:4][C:5]([C:7]1[N:8]=[C:9]([CH2:12][CH2:13][CH2:14][CH2:15][C:16](=[O:18])[CH3:17])[O:10][CH:11]=1)=[O:6].[OH-].[Na+]. Product: [O:18]=[C:16]([CH3:17])[CH2:15][CH2:14][CH2:13][CH2:12][C:9]1[O:10][CH:11]=[C:7]([C:5]([OH:6])=[O:4])[N:8]=1. The catalyst class is: 295.